This data is from Forward reaction prediction with 1.9M reactions from USPTO patents (1976-2016). The task is: Predict the product of the given reaction. Given the reactants C1C(=O)N([Br:8])C(=O)C1.[CH:9]1([C:12]2[CH:13]=[C:14]([C:25]([F:28])([F:27])[F:26])[C:15]3[N:16]([CH:18]=[C:19]([C:21]([O:23][CH3:24])=[O:22])[N:20]=3)[CH:17]=2)[CH2:11][CH2:10]1, predict the reaction product. The product is: [Br:8][C:18]1[N:16]2[CH:17]=[C:12]([CH:9]3[CH2:11][CH2:10]3)[CH:13]=[C:14]([C:25]([F:27])([F:28])[F:26])[C:15]2=[N:20][C:19]=1[C:21]([O:23][CH3:24])=[O:22].